This data is from Peptide-MHC class II binding affinity with 134,281 pairs from IEDB. The task is: Regression. Given a peptide amino acid sequence and an MHC pseudo amino acid sequence, predict their binding affinity value. This is MHC class II binding data. The peptide sequence is YAGIRRDGLLLRLVD. The MHC is HLA-DPA10201-DPB11401 with pseudo-sequence HLA-DPA10201-DPB11401. The binding affinity (normalized) is 0.715.